Predict the reactants needed to synthesize the given product. From a dataset of Full USPTO retrosynthesis dataset with 1.9M reactions from patents (1976-2016). Given the product [CH2:27]([O:1][C:2]1[N:3]=[C:4]([C:11]2[C:12]([CH3:20])=[N:13][N:14]3[CH:19]=[CH:18][CH:17]=[CH:16][C:15]=23)[S:5][C:6]=1[C:7]([O:9][CH3:10])=[O:8])[C:28]1[CH:33]=[CH:32][CH:31]=[CH:30][CH:29]=1, predict the reactants needed to synthesize it. The reactants are: [OH:1][C:2]1[N:3]=[C:4]([C:11]2[C:12]([CH3:20])=[N:13][N:14]3[CH:19]=[CH:18][CH:17]=[CH:16][C:15]=23)[S:5][C:6]=1[C:7]([O:9][CH3:10])=[O:8].C(=O)([O-])[O-].[K+].[K+].[CH2:27](Br)[C:28]1[CH:33]=[CH:32][CH:31]=[CH:30][CH:29]=1.